From a dataset of Full USPTO retrosynthesis dataset with 1.9M reactions from patents (1976-2016). Predict the reactants needed to synthesize the given product. Given the product [Cl:1][C:2]1[CH:3]=[C:4]([C:9]2[N:14]=[C:13]([N:15]3[CH2:19][CH2:18][CH2:17][CH:16]3[CH3:20])[N:12]=[C:11]([N:21]3[CH2:22][CH2:23][N:24]([C:27]4[N:32]=[CH:31][C:30]([NH:33][S:36]([CH3:35])(=[O:38])=[O:37])=[CH:29][C:28]=4[CH3:34])[CH2:25][CH2:26]3)[CH:10]=2)[CH:5]=[CH:6][C:7]=1[F:8], predict the reactants needed to synthesize it. The reactants are: [Cl:1][C:2]1[CH:3]=[C:4]([C:9]2[N:14]=[C:13]([N:15]3[CH2:19][CH2:18][CH2:17][CH:16]3[CH3:20])[N:12]=[C:11]([N:21]3[CH2:26][CH2:25][N:24]([C:27]4[N:32]=[CH:31][C:30]([NH2:33])=[CH:29][C:28]=4[CH3:34])[CH2:23][CH2:22]3)[CH:10]=2)[CH:5]=[CH:6][C:7]=1[F:8].[CH3:35][S:36](O[S:36]([CH3:35])(=[O:38])=[O:37])(=[O:38])=[O:37].